From a dataset of Reaction yield outcomes from USPTO patents with 853,638 reactions. Predict the reaction yield, written as a fraction of the theoretical maximum amount of product (1.0 means a 100% yield; for example, 0.34 means a 34% yield). (1) The reactants are [C:1]([O:5][C:6](=[O:26])[NH:7][CH2:8][CH2:9][CH2:10][O:11][C:12]1[CH:17]=[C:16]([N:18]2[CH2:22][CH2:21][CH2:20][CH2:19]2)[CH:15]=[CH:14][C:13]=1[N+:23]([O-])=O)([CH3:4])([CH3:3])[CH3:2]. The catalyst is [Pd].CO. The product is [C:1]([O:5][C:6](=[O:26])[NH:7][CH2:8][CH2:9][CH2:10][O:11][C:12]1[CH:17]=[C:16]([N:18]2[CH2:19][CH2:20][CH2:21][CH2:22]2)[CH:15]=[CH:14][C:13]=1[NH2:23])([CH3:4])([CH3:2])[CH3:3]. The yield is 1.00. (2) The reactants are [CH3:1][O:2][CH2:3][C:4]([CH:11]([O:13][CH:14]1CCCCC1)C)([C:7]([CH3:10])([CH3:9])[CH3:8])[CH2:5][OH:6].[H-].[Na+].[I-].[CH3:23][CH2:24][CH2:25][CH2:26][CH2:27][CH3:28].[C:29](OCC)(=O)C. The catalyst is C1COCC1. The product is [CH3:14][O:13][CH2:11][C:4]([CH2:3][O:2][CH3:1])([C:7]([CH3:8])([CH3:10])[CH3:9])[CH2:5][O:6][C:25]1([CH3:29])[CH2:24][CH2:23][CH2:28][CH2:27][CH2:26]1. The yield is 0.800. (3) The reactants are [C:1]([O:10]C)(=O)[C:2]1[C:3](=[CH:5][CH:6]=[CH:7][CH:8]=1)[SH:4].[CH2:12]([O:19][C:20]1[CH:21]=[C:22]([CH:25]=[CH:26][N:27]=1)[C:23]#[N:24])[C:13]1[CH:18]=[CH:17][CH:16]=[CH:15][CH:14]=1.C(N(CC)CC)C. The catalyst is C1(C)C=CC=CC=1. The product is [CH2:12]([O:19][C:20]1[CH:21]=[C:22]([C:23]2[S:4][C:3]3[CH:5]=[CH:6][CH:7]=[CH:8][C:2]=3[C:1](=[O:10])[N:24]=2)[CH:25]=[CH:26][N:27]=1)[C:13]1[CH:14]=[CH:15][CH:16]=[CH:17][CH:18]=1. The yield is 0.320. (4) The reactants are [N+:1]([C:4]1[CH:9]=[CH:8][C:7]([C:10]2[S:11][CH:12]=[CH:13][CH:14]=2)=[CH:6][C:5]=1[NH:15][C:16]([NH:18][CH2:19][CH:20]1[CH2:25][CH2:24][NH:23][CH2:22][CH2:21]1)=[O:17])([O-])=O.[CH3:26]O. The catalyst is [Pd]. The yield is 0.670. The product is [NH2:1][C:4]1[CH:9]=[CH:8][C:7]([C:10]2[S:11][CH:12]=[CH:13][CH:14]=2)=[CH:6][C:5]=1[NH:15][C:16]([NH:18][CH2:19][CH:20]1[CH2:25][CH2:24][N:23]([CH3:26])[CH2:22][CH2:21]1)=[O:17]. (5) The reactants are [OH:1][C:2]1[CH:11]=[C:10]2[C:5]([C:6]([CH2:13][C:14]([OH:16])=O)=[CH:7][C:8](=[O:12])[O:9]2)=[CH:4][CH:3]=1.C1(N=C=NC2CCCCC2)CCCCC1.OC1C2N=NNC=2C=CC=1.[C:42]([NH:49][CH2:50][CH2:51][NH2:52])([O:44][C:45]([CH3:48])([CH3:47])[CH3:46])=[O:43]. The catalyst is CN(C=O)C. The product is [C:45]([O:44][C:42]([NH:49][CH2:50][CH2:51][NH:52][C:14]([CH2:13][C:6]1[C:5]2[C:10](=[CH:11][C:2]([OH:1])=[CH:3][CH:4]=2)[O:9][C:8](=[O:12])[CH:7]=1)=[O:16])=[O:43])([CH3:48])([CH3:47])[CH3:46]. The yield is 0.650.